From a dataset of Rat liver microsome stability data. Regression/Classification. Given a drug SMILES string, predict its absorption, distribution, metabolism, or excretion properties. Task type varies by dataset: regression for continuous measurements (e.g., permeability, clearance, half-life) or binary classification for categorical outcomes (e.g., BBB penetration, CYP inhibition). Dataset: rlm. (1) The molecule is O=C1CN(Cc2ccc(-c3cccc(CN4CCCCC4)n3)cc2)C(=O)N1C1CC1. The result is 0 (unstable in rat liver microsomes). (2) The molecule is O=C1Nc2ccccc2C1=Cc1ccc(C(=O)O)cc1. The result is 0 (unstable in rat liver microsomes). (3) The molecule is NC(=O)COc1ccccc1N1CCN(C(=O)c2cc(-c3ccc(Cl)cc3)[nH]n2)CC1. The result is 1 (stable in rat liver microsomes). (4) The drug is CCC(CC)c1cc([C@H]2CN3CC[C@H]2C[C@@H]3CNS(=O)(=O)c2cccs2)nc(-c2ccncc2)n1. The result is 0 (unstable in rat liver microsomes). (5) The molecule is CC(C)[C@@H](CF)NC(=O)c1nn(-c2c[n+]([O-])ccn2)c2c1C[C@@H]1C[C@H]21. The result is 0 (unstable in rat liver microsomes). (6) The drug is Cc1ccc2c(NCc3ccc(NC(=O)c4ccc(F)cc4)cc3)nc(N3CCN[C@H](C)C3)nc2c1. The result is 1 (stable in rat liver microsomes).